From a dataset of Reaction yield outcomes from USPTO patents with 853,638 reactions. Predict the reaction yield, written as a fraction of the theoretical maximum amount of product (1.0 means a 100% yield; for example, 0.34 means a 34% yield). The reactants are [Cl:1][C:2]([F:13])([F:12])[C:3]1[CH:8]=[CH:7][C:6]([CH:9](Cl)[CH3:10])=[CH:5][N:4]=1.[CH3:14][S-:15].[Na+]. The catalyst is C(O)C. The product is [Cl:1][C:2]([F:13])([F:12])[C:3]1[CH:8]=[CH:7][C:6]([CH:9]([S:15][CH3:14])[CH3:10])=[CH:5][N:4]=1. The yield is 0.400.